From a dataset of Forward reaction prediction with 1.9M reactions from USPTO patents (1976-2016). Predict the product of the given reaction. Given the reactants Cl[C:2]1[CH:7]=[C:6]([C:8]2[C:9]([Cl:14])=[N:10][CH:11]=[CH:12][CH:13]=2)[N:5]=[CH:4][N:3]=1.[CH3:15][O:16][C:17]1[CH:24]=[C:23]([O:25][CH3:26])[CH:22]=[CH:21][C:18]=1[CH2:19][NH2:20], predict the reaction product. The product is: [Cl:14][C:9]1[C:8]([C:6]2[N:5]=[CH:4][N:3]=[C:2]([NH:20][CH2:19][C:18]3[CH:21]=[CH:22][C:23]([O:25][CH3:26])=[CH:24][C:17]=3[O:16][CH3:15])[CH:7]=2)=[CH:13][CH:12]=[CH:11][N:10]=1.